Dataset: CYP2C9 inhibition data for predicting drug metabolism from PubChem BioAssay. Task: Regression/Classification. Given a drug SMILES string, predict its absorption, distribution, metabolism, or excretion properties. Task type varies by dataset: regression for continuous measurements (e.g., permeability, clearance, half-life) or binary classification for categorical outcomes (e.g., BBB penetration, CYP inhibition). Dataset: cyp2c9_veith. The compound is Cc1ccc(S(=O)(=O)/N=C2/NC(=O)/C(=C/c3cccnc3)S2)cc1. The result is 1 (inhibitor).